Dataset: Experimentally validated miRNA-target interactions with 360,000+ pairs, plus equal number of negative samples. Task: Binary Classification. Given a miRNA mature sequence and a target amino acid sequence, predict their likelihood of interaction. (1) The miRNA is mmu-miR-329-3p with sequence AACACACCCAGCUAACCUUUUU. The protein sequence of the target gene is MNKPLTPSTYIRNLNVGILRKLSDFIDPQEGWKKLAVAIKKPSGDDRYNQFHIRRFEALLQTGKSPTCELLFDWGTTNCTVGDLVDLLVQIELFAPATLLLPDAVPQTVKSLPPREAATVAQTHGPCQEKDRTSVMPMPKLEHSCEPPDSSSPDNRSVESSDTRFHSFSFHELKSITNNFDEQPASAGGNRMGEGGFGVVYKGCVNNTIVAVKKLGAMVEISTEELKQQFDQEIKVMATCQHENLVELLGFSSDSDNLCLVYAYMPNGSLLDRLSCLDGTPPLSWHTRCKVAQGTANGIR.... Result: 1 (interaction). (2) The miRNA is hsa-miR-599 with sequence GUUGUGUCAGUUUAUCAAAC. The protein sequence of the target gene is MTLESIMACCLSEEAKEARRINDEIERQLRRDKRDARRELKLLLLGTGESGKSTFIKQMRIIHGSGYSDEDKRGFTKLVYQNIFTAMQAMIRAMDTLKIPYKYEHNKAHAQLVREVDVEKVSAFENPYVDAIKSLWNDPGIQECYDRRREYQLSDSTKYYLNDLDRVADPAYLPTQQDVLRVRVPTTGIIEYPFDLQSVIFRMVDVGGQRSERRKWIHCFENVTSIMFLVALSEYDQVLVESDNENRMEESKALFRTIITYPWFQNSSVILFLNKKDLLEEKIMYSHLVDYFPEYDGPQR.... Result: 0 (no interaction). (3) The miRNA is hsa-miR-4297 with sequence UGCCUUCCUGUCUGUG. The protein sequence of the target gene is MLGSRAVMLLLLLPWTAQGRAVPGGSSPAWTQCQQLSQKLCTLAWSAHPLVGHMDLREEGDEETTNDVPHIQCGDGCDPQGLRDNSQFCLQRIHQGLIFYEKLLGSDIFTGEPSLLPDSPVGQLHASLLGLSQLLQPEGHHWETQQIPSLSPSQPWQRLLLRFKILRSLQAFVAVAARVFAHGAATLSP. Result: 0 (no interaction). (4) The miRNA is hsa-miR-604 with sequence AGGCUGCGGAAUUCAGGAC. The protein sequence of the target gene is MMLGPEGGEGFVVKLRGLPWSCSVEDVQNFLSDCTIHDGAAGVHFIYTREGRQSGEAFVELGSEDDVKMALKKDRESMGHRYIEVFKSHRTEMDWVLKHSGPNSADSANDGFVRLRGLPFGCTKEEIVQFFSGLEIVPNGITLPVDPEGKITGEAFVQFASQELAEKALGKHKERIGHRYIEVFKSSQEEVRSYSDPPLKFMSVQRPGPYDRPGTARRYIGIVKQAGLERMRPGAYSTGYGGYEEYSGLSDGYGFTTDLFGRDLSYCLSGMYDHRYGDSEFTVQSTTGHCVHMRGLPYKA.... Result: 1 (interaction). (5) The miRNA is hsa-miR-3679-5p with sequence UGAGGAUAUGGCAGGGAAGGGGA. The protein sequence of the target gene is MAQISSNSGFKECPSSHPEPTRAKDVDKEEALQMEAEALAKLQKDRQVTDNQRGFELSSSTRKKAQVYNKQDYDLMVFPESDSQKRALDIDVEKLTQAELEKLLLDDSFETKKTPVLPVTPILSPSFSAQLYFRPTIQRGQWPPGLPGPSTYALPSIYPSTYSKQAAFQNGFNPRMPTFPSTEPIYLSLPGQSPYFSYPLTPATPFHPQGSLPIYRPVVSTDMAKLFDKIASTSEFLKNGKARTDLEITDSKVSNLQVSPKSEDISKFDWLDLDPLSKPKVDNVEVLDHEEEKNVSSLLA.... Result: 0 (no interaction). (6) The miRNA is cgr-miR-29b-3p with sequence UAGCACCAUUUGAAAUCAGUGUU. The protein sequence of the target gene is MSPTPPLFSLPEARTRFTKSTREALNNKNIKPLLSTFSQVPGSENEKKCTLDQAFRGILEEEIINHSSCENVLAIISLAIGGVTEGICTASTPFVLLGDVLDCLPLDQCDTIFTFVEKNVATWKSNTFYSAGKNYLLRMCNDLLRRLSKSQNTVFCGRIQLFLARLFPLSEKSGLNLQSQFNLENVTVFNTNEQESTLGQKHTEDREEGMDVEEGEMGDEEAPTTCSIPIDYNLYRKFWSLQDYFRNPVQCYEKISWKTFLKYSEEVLAVFKSYKLDDTQASRKKMEELKTGGEHVYFAK.... Result: 0 (no interaction). (7) Result: 0 (no interaction). The miRNA is cel-let-7-5p with sequence UGAGGUAGUAGGUUGUAUAGUU. The protein sequence of the target gene is MSASLSRAAAALLRWGRSAGGGGLPGAGVRAASSGGQAEQLDALVKKDKVVVFLKGTPEQPQCGFSNAVVQILRLHGVRDYAAYNVLDDPELRQGIKDYSNWPTIPQVYLNGEFVGGCDILLQMHQNGDLVEELKKLGIRSALVDEKDQDSK. (8) The miRNA is hsa-miR-519e-5p with sequence UUCUCCAAAAGGGAGCACUUUC. The protein sequence of the target gene is MGSVLGLCSMASWIPCLCGSAPCLLCRCCPSGNNSTVTRLIYALFLLVGVCVACVMLIPGMEEQLNKIPGFCENEKGVVPCNILVGYKAVYRLCFGLAMFYLLLSLLMIKVKSSSDPRAAVHNGFWFFKFAAAIAIIIGAFFIPEGTFTTVWFYVGMAGAFCFILIQLVLLIDFAHSWNESWVEKMEEGNSRCWYAALLSATALNYLLSLVAIVLFFVYYTHPASCSENKAFISVNMLLCVGASVMSILPKIQESQPRSGLLQSSVITVYTMYLTWSAMTNEPETNCNPSLLSIIGYNTT.... Result: 1 (interaction). (9) The miRNA is mmu-miR-144-3p with sequence UACAGUAUAGAUGAUGUACU. The protein sequence of the target gene is MASLYQRFTGKINTSRSFPAPPEASHLLGGQGPEEDGGAGAKPLGPRAQAAAPRERGGGGGGAGGRPRFQYQARSDGDEEDELVGSNPPQRNWKGIAIALLVILVICSLIVTSVILLTPAEDNSLSQKKKVTVEDLFSEDFKIHDPEAKWISDTEFIYREQKGTVRLWNVETNTSTVLIEGKKIESLRAIRYEISPDREYALFSYNVEPIYQHSYTGYYVLSKIPHGDPQSLDPPEVSNAKLQYAGWGPKGQQLIFIFENNIYYCAHVGKQAIRVVSTGKEGVIYNGLSDWLYEEEILKT.... Result: 0 (no interaction). (10) The miRNA is mmu-miR-338-5p with sequence AACAAUAUCCUGGUGCUGAGUG. The protein sequence of the target gene is MGTTSDEMVPVEQASSTSSLDPLCFECGQQHWARENHLYNYQGEVDDDLVCHICLQPLLQPLDTPCGHTFCHKCLRNFLQEKDFCPLDRKRLHFKLCKKSSILVHKLLDKLLVLCPFSPVCQDVMQRCDLEAHLKNRCPGASHRRVDLERRKTSQTQTQIEGETGSTVIDPPGTLPPETDCSGTVPGERNLTPASLPVWTEEPGLDNPAFEESAAADSVQQPLSLPEGEITTIEIHRSNPYIQLGISIVGGNETPLINIVIQEVYRDGVIARDGRLLAGDQILQVNNYDISNVSHNHARA.... Result: 0 (no interaction).